This data is from Reaction yield outcomes from USPTO patents with 853,638 reactions. The task is: Predict the reaction yield, written as a fraction of the theoretical maximum amount of product (1.0 means a 100% yield; for example, 0.34 means a 34% yield). (1) The reactants are [Cl:1][C:2]1[CH:3]=[N:4][CH:5]=[C:6]([C:8]#[CH:9])[CH:7]=1.[Cl:10][C:11]1[CH:16]=[C:15](I)[CH:14]=[CH:13][C:12]=1[F:18].C(N(CC)CC)C. The catalyst is C1(C=CC=CC=1)[P](C1C=CC=CC=1)(C1C=CC=CC=1)[Pd][P](C1C=CC=CC=1)(C1C=CC=CC=1)C1C=CC=CC=1.[Cu]I. The product is [Cl:1][C:2]1[CH:3]=[N:4][CH:5]=[C:6]([C:8]#[C:9][C:15]2[CH:14]=[CH:13][C:12]([F:18])=[C:11]([Cl:10])[CH:16]=2)[CH:7]=1. The yield is 0.700. (2) The reactants are [NH2:1][C:2]1[CH:7]=[CH:6][C:5]([B:8]2[O:16][C:13]([CH3:15])([CH3:14])[C:10]([CH3:12])([CH3:11])[O:9]2)=[CH:4][CH:3]=1.[CH:17]1[C:29]2[CH:28]([CH2:30][O:31][C:32]([NH:34][C@H:35]([CH:44]([CH3:46])[CH3:45])[C:36]([NH:38][C@H:39]([CH3:43])[C:40](O)=[O:41])=[O:37])=[O:33])[C:27]3[C:22](=[CH:23][CH:24]=[CH:25][CH:26]=3)[C:21]=2[CH:20]=[CH:19][CH:18]=1.C1CCC(N=C=NC2CCCCC2)CC1. The catalyst is CN(C1C=CN=CC=1)C.C(Cl)Cl. The product is [CH3:45][CH:44]([CH3:46])[C@H:35]([NH:34][C:32](=[O:33])[O:31][CH2:30][CH:28]1[C:27]2[CH:26]=[CH:25][CH:24]=[CH:23][C:22]=2[C:21]2[C:29]1=[CH:17][CH:18]=[CH:19][CH:20]=2)[C:36](=[O:37])[NH:38][C@@H:39]([CH3:43])[C:40](=[O:41])[NH:1][C:2]1[CH:7]=[CH:6][C:5]([B:8]2[O:16][C:13]([CH3:15])([CH3:14])[C:10]([CH3:11])([CH3:12])[O:9]2)=[CH:4][CH:3]=1. The yield is 0.880. (3) The reactants are [OH:1][C:2]1[C:11]([O:12][C:13]([C:15]2[CH:20]=[CH:19][CH:18]=[CH:17][CH:16]=2)=[O:14])=[CH:10][CH:9]=[CH:8][C:3]=1[C:4]([O:6][CH3:7])=[O:5].[Br:21][CH2:22][CH2:23]Br.C(=O)([O-])[O-].[Cs+].[Cs+]. The catalyst is CN(C)C=O. The product is [Br:21][CH2:22][CH2:23][O:1][C:2]1[C:11]([O:12][C:13]([C:15]2[CH:20]=[CH:19][CH:18]=[CH:17][CH:16]=2)=[O:14])=[CH:10][CH:9]=[CH:8][C:3]=1[C:4]([O:6][CH3:7])=[O:5]. The yield is 0.520. (4) The reactants are [Cl:1][C:2]1[CH:7]=[CH:6][C:5]([NH:8][CH2:9][CH2:10][C:11]2[CH:12]=[C:13]([OH:17])[CH:14]=[CH:15][CH:16]=2)=[CH:4][CH:3]=1.[C:18]1([CH2:24][CH:25]=O)[CH:23]=[CH:22][CH:21]=[CH:20][CH:19]=1.FC(F)(F)C(O)=O. The catalyst is C(Cl)Cl. The product is [Cl:1][C:2]1[CH:7]=[CH:6][C:5]([N:8]2[CH2:9][CH2:10][C:11]3[C:16](=[CH:15][CH:14]=[C:13]([OH:17])[CH:12]=3)[CH:25]2[CH2:24][C:18]2[CH:23]=[CH:22][CH:21]=[CH:20][CH:19]=2)=[CH:4][CH:3]=1. The yield is 0.720. (5) The reactants are Br[C:2]1[N:7]=[C:6]([C:8]([OH:10])=[O:9])[CH:5]=[CH:4][CH:3]=1.[C:11]1(B(O)O)[CH:16]=[CH:15][CH:14]=[CH:13][CH:12]=1.C([O-])([O-])=O.[Na+].[Na+]. The catalyst is COCCOC. The product is [C:11]1([C:2]2[N:7]=[C:6]([C:8]([OH:10])=[O:9])[CH:5]=[CH:4][CH:3]=2)[CH:16]=[CH:15][CH:14]=[CH:13][CH:12]=1. The yield is 0.510. (6) The reactants are [C:1]([O:5][C:6]([NH:8][CH2:9][C:10]1[C:11]([CH2:27][CH:28]([CH3:30])[CH3:29])=[N:12][C:13]([CH3:26])=[C:14]([C:18]=1[C:19]1[CH:24]=[CH:23][C:22]([CH3:25])=[CH:21][CH:20]=1)[C:15](O)=[O:16])=[O:7])([CH3:4])([CH3:3])[CH3:2].[NH4+].O[N:33]1C2C=CC=CC=2N=N1.Cl.C(N=C=NCCCN(C)C)C. The catalyst is CN(C)C=O. The product is [C:1]([O:5][C:6](=[O:7])[NH:8][CH2:9][C:10]1[C:11]([CH2:27][CH:28]([CH3:29])[CH3:30])=[N:12][C:13]([CH3:26])=[C:14]([C:15]([NH2:33])=[O:16])[C:18]=1[C:19]1[CH:24]=[CH:23][C:22]([CH3:25])=[CH:21][CH:20]=1)([CH3:2])([CH3:3])[CH3:4]. The yield is 0.820. (7) The product is [F:1][C:2]1[CH:10]=[C:9]2[C:5]([CH2:6][CH2:7][N:8]2[C:23]([O:22][C:19]([CH3:21])([CH3:20])[CH3:18])=[O:24])=[CH:4][CH:3]=1. The yield is 0.230. The catalyst is C(Cl)Cl.O. The reactants are [F:1][C:2]1[CH:10]=[C:9]2[C:5]([CH2:6][CH2:7][NH:8]2)=[CH:4][CH:3]=1.CCN(CC)CC.[CH3:18][C:19]([O:22][C:23](O[C:23]([O:22][C:19]([CH3:21])([CH3:20])[CH3:18])=[O:24])=[O:24])([CH3:21])[CH3:20].N1C=CN=C1. (8) The reactants are [CH:1]1([CH:6]([N:10]2[CH:14]=[C:13]([C:15]3[C:16]4[CH:23]=[CH:22][N:21](COCC[Si](C)(C)C)[C:17]=4[N:18]=[CH:19][N:20]=3)[CH:12]=[N:11]2)[CH2:7][C:8]#[CH:9])[CH2:5][CH2:4][CH2:3][CH2:2]1.[C:32]([OH:38])([C:34]([F:37])([F:36])[F:35])=[O:33]. The catalyst is C(Cl)Cl. The product is [F:35][C:34]([F:37])([F:36])[C:32]([OH:38])=[O:33].[CH:1]1([CH:6]([N:10]2[CH:14]=[C:13]([C:15]3[C:16]4[CH:23]=[CH:22][NH:21][C:17]=4[N:18]=[CH:19][N:20]=3)[CH:12]=[N:11]2)[CH2:7][C:8]#[CH:9])[CH2:5][CH2:4][CH2:3][CH2:2]1. The yield is 0.600. (9) The reactants are N[C:2]1[CH:11]=[CH:10][C:5]([C:6]([O:8][CH3:9])=[O:7])=[C:4]([O:12][CH3:13])[CH:3]=1.S(=O)(=O)(O)[OH:15].N([O-])=O.[Na+]. The catalyst is C(Cl)Cl. The product is [OH:15][C:2]1[CH:11]=[CH:10][C:5]([C:6]([O:8][CH3:9])=[O:7])=[C:4]([O:12][CH3:13])[CH:3]=1. The yield is 0.730. (10) The reactants are [CH3:1][N:2]1[CH2:15][CH2:14][C:5]2[NH:6][C:7]3[CH:8]=[CH:9][C:10]([CH3:13])=[CH:11][C:12]=3[C:4]=2[CH2:3]1.C(=O)([O-])[O-].[K+].[K+].N1C2C(=CC=C3C=2N=CC=C3)C=CC=1.Br[C:37]#[C:38][C:39]1[CH:40]=[CH:41][C:42]([CH3:45])=[N:43][CH:44]=1. The catalyst is C1(C)C=CC=CC=1.S([O-])([O-])(=O)=O.[Cu+2]. The product is [CH3:1][N:2]1[CH2:15][CH2:14][C:5]2[N:6]([C:37]#[C:38][C:39]3[CH:44]=[N:43][C:42]([CH3:45])=[CH:41][CH:40]=3)[C:7]3[CH:8]=[CH:9][C:10]([CH3:13])=[CH:11][C:12]=3[C:4]=2[CH2:3]1. The yield is 0.0450.